This data is from CYP2D6 inhibition data for predicting drug metabolism from PubChem BioAssay. The task is: Regression/Classification. Given a drug SMILES string, predict its absorption, distribution, metabolism, or excretion properties. Task type varies by dataset: regression for continuous measurements (e.g., permeability, clearance, half-life) or binary classification for categorical outcomes (e.g., BBB penetration, CYP inhibition). Dataset: cyp2d6_veith. (1) The drug is c1cc(CN2CCC3(CCNCC3)CC2)ccn1. The result is 0 (non-inhibitor). (2) The molecule is Cc1ccc(C(=O)Nc2ccccc2-c2ccccc2)cc1S(=O)(=O)Nc1cccc(C)c1C. The result is 1 (inhibitor). (3) The molecule is COc1ccc2c(c1)c(CC(=O)O)c(C)n2Cc1ccc(F)cc1. The result is 0 (non-inhibitor).